From a dataset of Aqueous solubility values for 9,982 compounds from the AqSolDB database. Regression/Classification. Given a drug SMILES string, predict its absorption, distribution, metabolism, or excretion properties. Task type varies by dataset: regression for continuous measurements (e.g., permeability, clearance, half-life) or binary classification for categorical outcomes (e.g., BBB penetration, CYP inhibition). For this dataset (solubility_aqsoldb), we predict Y. (1) The compound is CCCCCCCCCCC=O. The Y is -3.15 log mol/L. (2) The drug is COc1cc(N=Nc2cccc(S(=O)(=O)[O-])c2)ccc1Nc1nc(Nc2ccc(N=Nc3cccc(S(=O)(=O)[O-])c3)cc2OC)nc(N(CCO)CCO)n1.[Na+].[Na+]. The Y is -1.60 log mol/L. (3) The drug is CCCCCCCC/C=C\CCCCCCCC1=NCCN1CCO. The Y is -3.85 log mol/L. (4) The compound is CSc1ccc(C(=O)C(C)(C)N2CCOCC2)cc1. The Y is -4.19 log mol/L. (5) The compound is O=Cc1cc(Br)ccc1Br. The Y is -3.80 log mol/L. (6) The compound is CC1CC(OC(=O)c2ccccc2O)CC(C)(C)C1. The Y is -5.82 log mol/L. (7) The drug is CC1(N)CN(c2c(F)cc3c(=O)c(C(=O)O)cn(C4CC4)c3c2F)C1. The Y is -5.64 log mol/L. (8) The drug is CC(Br)CBr. The Y is -2.15 log mol/L. (9) The compound is CCOc1ccc(N)cc1. The Y is -0.861 log mol/L. (10) The drug is O=C1C=CC(=NNc2ccc([N+](=O)[O-])cc2)C=C1. The Y is -4.80 log mol/L.